This data is from TCR-epitope binding with 47,182 pairs between 192 epitopes and 23,139 TCRs. The task is: Binary Classification. Given a T-cell receptor sequence (or CDR3 region) and an epitope sequence, predict whether binding occurs between them. (1) The epitope is GILGFVFTL. The TCR CDR3 sequence is CSVVDSGKTHNEQFF. Result: 1 (the TCR binds to the epitope). (2) The epitope is VSFIEFVGW. The TCR CDR3 sequence is CSARGEGGSYNEQFF. Result: 1 (the TCR binds to the epitope). (3) The epitope is SEVGPEHSLAEY. The TCR CDR3 sequence is CASSPSGQMYF. Result: 0 (the TCR does not bind to the epitope). (4) The epitope is IVDTVSALV. The TCR CDR3 sequence is CSASAPRGLGEQYF. Result: 0 (the TCR does not bind to the epitope). (5) The epitope is KPLEFGATSAAL. The TCR CDR3 sequence is CASSFGGDEQYF. Result: 0 (the TCR does not bind to the epitope). (6) The epitope is FVRATATIPI. Result: 0 (the TCR does not bind to the epitope). The TCR CDR3 sequence is CAIRSGTINTGELFF.